Dataset: Full USPTO retrosynthesis dataset with 1.9M reactions from patents (1976-2016). Task: Predict the reactants needed to synthesize the given product. (1) Given the product [CH3:2][N:3]([CH3:4])[C:63]([CH:55]1[C:56]2[C:61](=[CH:60][CH:59]=[CH:58][CH:57]=2)[CH2:62][NH:54]1)=[O:65], predict the reactants needed to synthesize it. The reactants are: C[CH2:2][N:3](C(C)C)[CH:4](C)C.F[P-](F)(F)(F)(F)F.N1(O[P+](N(C)C)(N(C)C)N(C)C)C2C=CC=CC=2N=N1.C1C2C(COC([N:54]3[CH2:62][C:61]4[C:56](=[CH:57][CH:58]=[CH:59][CH:60]=4)[CH:55]3[C:63]([OH:65])=O)=O)C3C(=CC=CC=3)C=2C=CC=1.CNC. (2) Given the product [OH:1][C:2]1[CH:8]=[C:7]([N+:9]([O-:11])=[O:10])[CH:6]=[CH:5][C:3]=1[NH:4][C:21]([NH:20][C:15]1[CH:16]=[CH:17][CH:18]=[CH:19][C:14]=1[S:13][CH3:12])=[O:22], predict the reactants needed to synthesize it. The reactants are: [OH:1][C:2]1[CH:8]=[C:7]([N+:9]([O-:11])=[O:10])[CH:6]=[CH:5][C:3]=1[NH2:4].[CH3:12][S:13][C:14]1[CH:19]=[CH:18][CH:17]=[CH:16][C:15]=1[N:20]=[C:21]=[O:22]. (3) Given the product [CH:1]1([N:6]2[C:12]3[C:11](=[CH:16][C:15]([F:17])=[C:14]([F:18])[CH:13]=3)[C:10](=[O:20])[NH:9][C:7]2=[O:8])[CH2:5][CH2:4][CH2:3][CH2:2]1, predict the reactants needed to synthesize it. The reactants are: [CH:1]1([NH:6][C:7]([NH:9][C:10](=[O:20])[C:11]2[CH:16]=[C:15]([F:17])[C:14]([F:18])=[CH:13][C:12]=2F)=[O:8])[CH2:5][CH2:4][CH2:3][CH2:2]1.C[Si]([N-][Si](C)(C)C)(C)C.[K+].O1CCOCCOCCOCCOCCOCC1.C([O-])(=O)CC(CC([O-])=O)(C([O-])=O)O.Cl. (4) Given the product [CH2:1]([N:8]([CH2:25][CH2:26][N:27]([CH3:29])[CH3:28])[C:9]([CH:11]1[CH2:16][CH2:15][C:14]2[C:17]3[C:22]([NH:30][C:31]4[C:40]([O:41][CH3:42])=[CH:39][C:34]5[NH:35][C:36](=[O:38])[S:37][C:33]=5[CH:32]=4)=[N:21][CH:20]=[N:19][C:18]=3[S:24][C:13]=2[CH2:12]1)=[O:10])[C:2]1[CH:7]=[CH:6][CH:5]=[CH:4][CH:3]=1, predict the reactants needed to synthesize it. The reactants are: [CH2:1]([N:8]([CH2:25][CH2:26][N:27]([CH3:29])[CH3:28])[C:9]([CH:11]1[CH2:16][CH2:15][C:14]2[C:17]3[C:22](Cl)=[N:21][CH:20]=[N:19][C:18]=3[S:24][C:13]=2[CH2:12]1)=[O:10])[C:2]1[CH:7]=[CH:6][CH:5]=[CH:4][CH:3]=1.[NH2:30][C:31]1[C:40]([O:41][CH3:42])=[CH:39][C:34]2[NH:35][C:36](=[O:38])[S:37][C:33]=2[CH:32]=1. (5) Given the product [C:30]([O:34][CH:35]([C:39]1[C:48]([CH3:49])=[C:47]([CH2:50][CH2:51][CH2:52][N:53]([CH3:54])[CH3:55])[C:46]2[C:41](=[CH:42][CH:43]=[CH:44][CH:45]=2)[C:40]=1[C:56]1[CH:57]=[CH:58][C:59]([Cl:62])=[CH:60][CH:61]=1)[C:36]([OH:38])=[O:37])([CH3:33])([CH3:31])[CH3:32], predict the reactants needed to synthesize it. The reactants are: C(OC(C1C(C)=C(CC)C2C(=CC=CC=2)C=1C1C=CC(Cl)=CC=1)C(O)=O)(C)(C)C.[C:30]([O:34][CH:35]([C:39]1[C:48]([CH3:49])=[C:47]([C:50]#[C:51][CH2:52][N:53]([CH3:55])[CH3:54])[C:46]2[C:41](=[CH:42][CH:43]=[CH:44][CH:45]=2)[C:40]=1[C:56]1[CH:61]=[CH:60][C:59]([Cl:62])=[CH:58][CH:57]=1)[C:36]([OH:38])=[O:37])([CH3:33])([CH3:32])[CH3:31]. (6) The reactants are: [ClH:1].[OH:2][C@H:3]1[CH2:7][CH2:6][NH:5][C@@H:4]1[C:8]([OH:10])=[O:9].[CH3:11]O. Given the product [ClH:1].[CH3:11][O:9][C:8]([C@@H:4]1[C@@H:3]([OH:2])[CH2:7][CH2:6][NH:5]1)=[O:10], predict the reactants needed to synthesize it. (7) The reactants are: [Cl:1][C:2]1[CH:7]=[CH:6][C:5]([S:8][C:9]2[N:13]([CH3:14])[C:12]([C:15]3[CH:20]=[CH:19][CH:18]=[CH:17][N:16]=3)=[N:11][C:10]=2[C:21]2[CH:32]=[CH:31][C:24]([C:25]([NH:27][NH:28][CH:29]=O)=O)=[CH:23][CH:22]=2)=[CH:4][CH:3]=1.P12(SP3(SP(SP(S3)(S1)=S)(=S)S2)=S)=[S:34]. Given the product [Cl:1][C:2]1[CH:7]=[CH:6][C:5]([S:8][C:9]2[N:13]([CH3:14])[C:12]([C:15]3[CH:20]=[CH:19][CH:18]=[CH:17][N:16]=3)=[N:11][C:10]=2[C:21]2[CH:32]=[CH:31][C:24]([C:25]3[S:34][CH:29]=[N:28][N:27]=3)=[CH:23][CH:22]=2)=[CH:4][CH:3]=1, predict the reactants needed to synthesize it. (8) The reactants are: Cl[C:2]1[CH:10]=[C:9]2[C:5]([CH:6]=[N:7][NH:8]2)=[CH:4][C:3]=1[C:11]#[N:12].C(=O)(O)[O-].[Na+].[ClH:18].[NH2:19][OH:20]. Given the product [Cl:18][C:2]1[CH:10]=[C:9]2[C:5]([CH:6]=[N:7][NH:8]2)=[CH:4][C:3]=1[C:11](=[NH:12])[NH:19][OH:20], predict the reactants needed to synthesize it. (9) Given the product [F:1][C:2]1[CH:3]=[C:4]([N:5]2[CH:25]=[C:13]([C:14]([O:16][CH2:17][CH3:18])=[O:15])[N:10]=[C:21]2[CH3:22])[CH:6]=[C:7]([F:9])[CH:8]=1, predict the reactants needed to synthesize it. The reactants are: [F:1][C:2]1[CH:3]=[C:4]([CH:6]=[C:7]([F:9])[CH:8]=1)[NH2:5].[N+:10]([CH2:13][C:14]([O:16][CH2:17][CH3:18])=[O:15])([O-])=O.C([O-])([O-])O[CH2:21][CH3:22].[C:25](O)(=O)C. (10) Given the product [F:23][C:18]1[CH:19]=[CH:20][CH:21]=[CH:22][C:17]=1[CH:14]1[CH2:13][CH2:12][N:11]([CH2:10][C:8]2[N:7]([CH3:24])[C:6]3[CH:25]=[C:2]([C:26]4[CH:31]=[CH:30][CH:29]=[CH:28][CH:27]=4)[CH:3]=[CH:4][C:5]=3[N:9]=2)[CH2:16][CH2:15]1, predict the reactants needed to synthesize it. The reactants are: Br[C:2]1[CH:3]=[CH:4][C:5]2[N:9]=[C:8]([CH2:10][N:11]3[CH2:16][CH2:15][CH:14]([C:17]4[CH:22]=[CH:21][CH:20]=[CH:19][C:18]=4[F:23])[CH2:13][CH2:12]3)[N:7]([CH3:24])[C:6]=2[CH:25]=1.[C:26]1(B(O)O)[CH:31]=[CH:30][CH:29]=[CH:28][CH:27]=1.C([O-])(O)=O.[Na+].C1(C)C=CC=CC=1.